Task: Regression/Classification. Given a drug SMILES string, predict its absorption, distribution, metabolism, or excretion properties. Task type varies by dataset: regression for continuous measurements (e.g., permeability, clearance, half-life) or binary classification for categorical outcomes (e.g., BBB penetration, CYP inhibition). Dataset: cyp2d6_veith.. Dataset: CYP2D6 inhibition data for predicting drug metabolism from PubChem BioAssay (1) The compound is CC(=O)C(N=Nc1ccccc1)(Sc1nnc(-c2ccccc2)n1-c1ccccc1)C(C)=O. The result is 0 (non-inhibitor). (2) The compound is COc1ccc2cc(CCC(C)=O)ccc2c1. The result is 0 (non-inhibitor).